The task is: Predict the reactants needed to synthesize the given product.. This data is from Full USPTO retrosynthesis dataset with 1.9M reactions from patents (1976-2016). (1) Given the product [Cl:28][C:25]1[CH:24]=[CH:23][C:22]([C@@H:2]([NH2:1])[C@:3]([C:5]2[CH:6]=[N:7][C:8]([Cl:11])=[CH:9][CH:10]=2)([NH2:12])[CH3:4])=[CH:27][CH:26]=1, predict the reactants needed to synthesize it. The reactants are: [NH2:1][C@H:2]([C:22]1[CH:27]=[CH:26][C:25]([Cl:28])=[CH:24][CH:23]=1)[C@@:3]([NH:12]S(=O)(=O)OCC(Cl)(Cl)Cl)([C:5]1[CH:6]=[N:7][C:8]([Cl:11])=[CH:9][CH:10]=1)[CH3:4]. (2) The reactants are: [F:1][C:2]([F:31])([F:30])[C@@H:3]([NH:25][S:26]([CH3:29])(=[O:28])=[O:27])[C:4]1[CH:9]=[CH:8][C:7]([CH2:10][NH:11][CH2:12][C@H:13]([O:17][C:18]2[CH:23]=[CH:22][C:21]([F:24])=[CH:20][N:19]=2)[CH2:14][O:15][CH3:16])=[CH:6][CH:5]=1.[ClH:32]. Given the product [ClH:32].[F:31][C:2]([F:1])([F:30])[C@@H:3]([NH:25][S:26]([CH3:29])(=[O:28])=[O:27])[C:4]1[CH:5]=[CH:6][C:7]([CH2:10][NH:11][CH2:12][C@H:13]([O:17][C:18]2[CH:23]=[CH:22][C:21]([F:24])=[CH:20][N:19]=2)[CH2:14][O:15][CH3:16])=[CH:8][CH:9]=1, predict the reactants needed to synthesize it. (3) Given the product [CH:1]1([C:7]2[CH:11]=[C:10]([C:12]3[CH:13]=[CH:14][C:15]([O:18][C:19]([F:21])([F:20])[F:22])=[CH:16][CH:17]=3)[N:9]([CH2:23][C:24]3[CH:25]=[CH:26][C:27]([C:28]([NH:48][C:49]4[NH:53][N:52]=[N:51][N:50]=4)=[O:30])=[CH:31][CH:32]=3)[N:8]=2)[CH2:2][CH2:3][CH2:4][CH2:5][CH2:6]1, predict the reactants needed to synthesize it. The reactants are: [CH:1]1([C:7]2[CH:11]=[C:10]([C:12]3[CH:17]=[CH:16][C:15]([O:18][C:19]([F:22])([F:21])[F:20])=[CH:14][CH:13]=3)[N:9]([CH2:23][C:24]3[CH:32]=[CH:31][C:27]([C:28]([OH:30])=O)=[CH:26][CH:25]=3)[N:8]=2)[CH2:6][CH2:5][CH2:4][CH2:3][CH2:2]1.C(Cl)CCl.C1C=CC2N(O)N=NC=2C=1.O.[NH2:48][C:49]1[NH:53][N:52]=[N:51][N:50]=1. (4) Given the product [O:19]1[CH:18]=[CH:17][CH:16]=[C:15]1[CH2:14][NH:20][S:2]([C:5]1[CH:13]=[CH:12][C:8]([C:9]([OH:11])=[O:10])=[CH:7][CH:6]=1)(=[O:4])=[O:3], predict the reactants needed to synthesize it. The reactants are: Cl[S:2]([C:5]1[CH:13]=[CH:12][C:8]([C:9]([OH:11])=[O:10])=[CH:7][CH:6]=1)(=[O:4])=[O:3].[CH2:14]([NH2:20])[C:15]1[O:19][CH:18]=[CH:17][CH:16]=1.S(Cl)(Cl)(=O)=O. (5) Given the product [Br:1][C:2]1[CH:7]=[C:6]2[C:5](=[CH:4][CH:3]=1)[O:11][C:18]1([CH2:19][CH2:20][CH:16]([C:12]([CH3:15])([CH3:14])[CH3:13])[CH2:17]1)[CH2:9][C:8]2=[O:10], predict the reactants needed to synthesize it. The reactants are: [Br:1][C:2]1[CH:3]=[CH:4][C:5]([OH:11])=[C:6]([C:8](=[O:10])[CH3:9])[CH:7]=1.[C:12]([CH:16]1[CH2:20][CH2:19][C:18](=O)[CH2:17]1)([CH3:15])([CH3:14])[CH3:13].N1CCCC1.